This data is from Reaction yield outcomes from USPTO patents with 853,638 reactions. The task is: Predict the reaction yield, written as a fraction of the theoretical maximum amount of product (1.0 means a 100% yield; for example, 0.34 means a 34% yield). The reactants are [S:1]([NH:11][C:12]1[N:17]2[C:18]3[N:24]=[CH:23][CH:22]=[CH:21][C:19]=3[CH:20]=[C:16]2[C:15](O)=[CH:14][N:13]=1)([C:4]1[CH:10]=[CH:9][C:7]([CH3:8])=[CH:6][CH:5]=1)(=[O:3])=[O:2].CS(Cl)(=O)=O. The catalyst is C(Cl)Cl. The product is [S:1]([NH:11][C:12]1[N:17]2[C:18]3[N:24]=[CH:23][CH:22]=[CH:21][C:19]=3[CH:20]=[C:16]2[CH:15]=[CH:14][N:13]=1)([C:4]1[CH:10]=[CH:9][C:7]([CH3:8])=[CH:6][CH:5]=1)(=[O:2])=[O:3]. The yield is 0.780.